This data is from Catalyst prediction with 721,799 reactions and 888 catalyst types from USPTO. The task is: Predict which catalyst facilitates the given reaction. (1) Reactant: [F:1][C:2]1[CH:3]=[C:4]([CH:24]=[CH:25][C:26]=1[NH:27][C:28]([NH:30][C:31]1[CH:36]=[C:35]([CH3:37])[CH:34]=[CH:33][C:32]=1[F:38])=[O:29])[O:5][C:6]1[CH:11]=[CH:10][N:9]=[C:8]([C:12]2[NH:16][CH:15]=[C:14]([C:17]([NH:19][CH2:20][CH2:21][CH:22]=O)=[O:18])[CH:13]=2)[CH:7]=1.[OH:39][CH:40]1[CH2:45][CH2:44][NH:43][CH2:42][CH2:41]1.C(O)(=O)C.C([BH3-])#N.[Na+].C1COCC1. Product: [F:1][C:2]1[CH:3]=[C:4]([CH:24]=[CH:25][C:26]=1[NH:27][C:28]([NH:30][C:31]1[CH:36]=[C:35]([CH3:37])[CH:34]=[CH:33][C:32]=1[F:38])=[O:29])[O:5][C:6]1[CH:11]=[CH:10][N:9]=[C:8]([C:12]2[NH:16][CH:15]=[C:14]([C:17]([NH:19][CH2:20][CH2:21][CH2:22][N:43]3[CH2:44][CH2:45][CH:40]([OH:39])[CH2:41][CH2:42]3)=[O:18])[CH:13]=2)[CH:7]=1. The catalyst class is: 18. (2) Reactant: [CH3:1][O:2][C:3](=[O:29])[C:4]([S:20]([C:23]1[CH:28]=[CH:27][CH:26]=[CH:25][CH:24]=1)(=[O:22])=[O:21])([CH:6]1[CH2:18][CH2:17][C:16]2[C:15]3[C:10](=[CH:11][CH:12]=[C:13]([Cl:19])[CH:14]=3)[NH:9][C:8]=2[CH2:7]1)[CH3:5].[H-].[Na+].ClC[CH2:34][O:35][CH3:36]. Product: [CH3:1][O:2][C:3](=[O:29])[C:4]([S:20]([C:23]1[CH:24]=[CH:25][CH:26]=[CH:27][CH:28]=1)(=[O:22])=[O:21])([CH:6]1[CH2:18][CH2:17][C:16]2[C:15]3[C:10](=[CH:11][CH:12]=[C:13]([Cl:19])[CH:14]=3)[N:9]([CH2:34][O:35][CH3:36])[C:8]=2[CH2:7]1)[CH3:5]. The catalyst class is: 1.